From a dataset of Forward reaction prediction with 1.9M reactions from USPTO patents (1976-2016). Predict the product of the given reaction. (1) Given the reactants [OH:1][NH:2][C:3]([C:5]1[S:9][C:8]2[CH:10]=[C:11]([CH2:14][N:15](C(=O)C)[CH2:16][C:17]3[CH:22]=[CH:21][CH:20]=[CH:19][CH:18]=3)[CH:12]=[CH:13][C:7]=2[CH:6]=1)=[O:4].[CH3:26][S:27](Cl)(=[O:29])=[O:28], predict the reaction product. The product is: [OH:1][NH:2][C:3]([C:5]1[S:9][C:8]2[CH:10]=[C:11]([CH2:14][N:15]([CH2:16][C:17]3[CH:22]=[CH:21][CH:20]=[CH:19][CH:18]=3)[S:27]([CH3:26])(=[O:29])=[O:28])[CH:12]=[CH:13][C:7]=2[CH:6]=1)=[O:4]. (2) Given the reactants [NH2:1][C:2]1[C:11]2[C:6](=[CH:7][CH:8]=[CH:9][CH:10]=2)[CH:5]=[CH:4][C:3]=1[C:12]([OH:21])([C:17]([F:20])([F:19])[F:18])[C:13]([F:16])([F:15])[F:14].[CH:22]1([C:26](Cl)=[O:27])[CH2:25][CH2:24][CH2:23]1, predict the reaction product. The product is: [F:20][C:17]([F:18])([F:19])[C:12]([C:3]1[CH:4]=[CH:5][C:6]2[C:11](=[CH:10][CH:9]=[CH:8][CH:7]=2)[C:2]=1[NH:1][C:26]([CH:22]1[CH2:25][CH2:24][CH2:23]1)=[O:27])([OH:21])[C:13]([F:14])([F:15])[F:16].